This data is from NCI-60 drug combinations with 297,098 pairs across 59 cell lines. The task is: Regression. Given two drug SMILES strings and cell line genomic features, predict the synergy score measuring deviation from expected non-interaction effect. (1) Drug 1: C1=NC(=NC(=O)N1C2C(C(C(O2)CO)O)O)N. Drug 2: CN(CC1=CN=C2C(=N1)C(=NC(=N2)N)N)C3=CC=C(C=C3)C(=O)NC(CCC(=O)O)C(=O)O. Cell line: SF-268. Synergy scores: CSS=20.8, Synergy_ZIP=3.92, Synergy_Bliss=4.63, Synergy_Loewe=-19.4, Synergy_HSA=2.56. (2) Drug 1: CCC1=C2CN3C(=CC4=C(C3=O)COC(=O)C4(CC)O)C2=NC5=C1C=C(C=C5)O. Drug 2: CN(CCCl)CCCl.Cl. Cell line: OVCAR-8. Synergy scores: CSS=37.6, Synergy_ZIP=-10.4, Synergy_Bliss=-3.84, Synergy_Loewe=-1.73, Synergy_HSA=-0.274. (3) Drug 1: C1CCN(CC1)CCOC2=CC=C(C=C2)C(=O)C3=C(SC4=C3C=CC(=C4)O)C5=CC=C(C=C5)O. Drug 2: C#CCC(CC1=CN=C2C(=N1)C(=NC(=N2)N)N)C3=CC=C(C=C3)C(=O)NC(CCC(=O)O)C(=O)O. Cell line: SNB-19. Synergy scores: CSS=-3.26, Synergy_ZIP=1.15, Synergy_Bliss=-2.42, Synergy_Loewe=-2.79, Synergy_HSA=-4.45. (4) Drug 1: C1CC(=O)NC(=O)C1N2CC3=C(C2=O)C=CC=C3N. Drug 2: CC1=C(C(=CC=C1)Cl)NC(=O)C2=CN=C(S2)NC3=CC(=NC(=N3)C)N4CCN(CC4)CCO. Cell line: RPMI-8226. Synergy scores: CSS=15.5, Synergy_ZIP=-0.0466, Synergy_Bliss=2.07, Synergy_Loewe=6.17, Synergy_HSA=6.16. (5) Drug 1: COC1=C2C(=CC3=C1OC=C3)C=CC(=O)O2. Drug 2: C1C(C(OC1N2C=NC3=C2NC=NCC3O)CO)O. Cell line: SW-620. Synergy scores: CSS=2.95, Synergy_ZIP=2.68, Synergy_Bliss=-3.01, Synergy_Loewe=-1.04, Synergy_HSA=-0.966. (6) Drug 1: C1CN1C2=NC(=NC(=N2)N3CC3)N4CC4. Drug 2: CCC1(C2=C(COC1=O)C(=O)N3CC4=CC5=C(C=CC(=C5CN(C)C)O)N=C4C3=C2)O.Cl. Cell line: HS 578T. Synergy scores: CSS=21.7, Synergy_ZIP=-5.04, Synergy_Bliss=-6.77, Synergy_Loewe=-1.61, Synergy_HSA=-0.857. (7) Drug 1: COC1=CC(=CC(=C1O)OC)C2C3C(COC3=O)C(C4=CC5=C(C=C24)OCO5)OC6C(C(C7C(O6)COC(O7)C8=CC=CS8)O)O. Drug 2: C1CN(P(=O)(OC1)NCCCl)CCCl. Cell line: UACC62. Synergy scores: CSS=26.6, Synergy_ZIP=-10.1, Synergy_Bliss=-3.65, Synergy_Loewe=-37.2, Synergy_HSA=-3.47. (8) Synergy scores: CSS=30.7, Synergy_ZIP=11.4, Synergy_Bliss=10.5, Synergy_Loewe=-10.4, Synergy_HSA=10.5. Drug 1: CC12CCC(CC1=CCC3C2CCC4(C3CC=C4C5=CN=CC=C5)C)O. Cell line: ACHN. Drug 2: CC1=C(C(=CC=C1)Cl)NC(=O)C2=CN=C(S2)NC3=CC(=NC(=N3)C)N4CCN(CC4)CCO. (9) Drug 1: CCC1=C2CN3C(=CC4=C(C3=O)COC(=O)C4(CC)O)C2=NC5=C1C=C(C=C5)O. Drug 2: CNC(=O)C1=NC=CC(=C1)OC2=CC=C(C=C2)NC(=O)NC3=CC(=C(C=C3)Cl)C(F)(F)F. Synergy scores: CSS=7.31, Synergy_ZIP=-6.62, Synergy_Bliss=-4.67, Synergy_Loewe=-13.1, Synergy_HSA=-4.34. Cell line: SK-MEL-5.